From a dataset of Reaction yield outcomes from USPTO patents with 853,638 reactions. Predict the reaction yield, written as a fraction of the theoretical maximum amount of product (1.0 means a 100% yield; for example, 0.34 means a 34% yield). (1) The reactants are [OH:1][CH2:2][C@H:3]([NH:8][C:9](=[O:18])[C:10]1[CH:15]=[CH:14][C:13]([CH3:16])=[C:12]([CH3:17])[CH:11]=1)[CH2:4][CH:5]([CH3:7])[CH3:6].[OH-].[Na+].Cl[CH2:22][O:23][CH3:24]. The catalyst is CN(C=O)C. The product is [CH3:22][O:23][CH2:24][O:1][CH2:2][C@H:3]([NH:8][C:9](=[O:18])[C:10]1[CH:15]=[CH:14][C:13]([CH3:16])=[C:12]([CH3:17])[CH:11]=1)[CH2:4][CH:5]([CH3:7])[CH3:6]. The yield is 0.530. (2) The reactants are [Cl:1][C:2]1[N:3]([C:16]2[C:21]([CH3:22])=[CH:20][C:19]([CH3:23])=[CH:18][C:17]=2[CH3:24])[C:4]2[N:5]([CH:15]=1)[C:6]([CH2:13]O)=[C:7]([C:9]([F:12])([F:11])[F:10])[N:8]=2.S(Cl)([Cl:27])=O. The catalyst is ClCCl. The product is [Cl:1][C:2]1[N:3]([C:16]2[C:21]([CH3:22])=[CH:20][C:19]([CH3:23])=[CH:18][C:17]=2[CH3:24])[C:4]2[N:5]([C:6]([CH2:13][Cl:27])=[C:7]([C:9]([F:12])([F:11])[F:10])[N:8]=2)[CH:15]=1. The yield is 1.00. (3) The reactants are S1C=C[N:3]=C1C1C=CC=CC=1N.[Cl:13][C:14]1[N:19]=[C:18](C2C=CC=CC=2)[N:17]=[C:16](C(Cl)=O)[CH:15]=1.[CH3:29][OH:30]. The catalyst is C(Cl)Cl.C(N(CC)CC)C. The product is [Cl:13][C:14]1[CH:15]=[CH:16][N:17]=[C:18]([C:29]([NH2:3])=[O:30])[N:19]=1. The yield is 0.820. (4) The reactants are [CH3:1][NH:2][CH2:3][CH2:4][CH:5]([O:12][C:13]1[CH:14]=[CH:15][C:16]([C:19]([F:22])([F:21])[F:20])=[CH:17][CH:18]=1)[C:6]1[CH:7]=[CH:8][CH:9]=[CH:10][CH:11]=1.[ClH:23].[C:24]([OH:32])(=[O:31])[C:25]1[CH:30]=[CH:29][CH:28]=[CH:27][CH:26]=1. The catalyst is C(#N)C. The product is [CH3:1][NH:2][CH2:3][CH2:4][CH:5]([O:12][C:13]1[CH:18]=[CH:17][C:16]([C:19]([F:20])([F:22])[F:21])=[CH:15][CH:14]=1)[C:6]1[CH:7]=[CH:8][CH:9]=[CH:10][CH:11]=1.[ClH:23].[C:24]([OH:32])(=[O:31])[C:25]1[CH:30]=[CH:29][CH:28]=[CH:27][CH:26]=1. The yield is 0.920. (5) The reactants are [C:1]([C:3]1[CH:4]=[C:5]([C:14](=[S:21])[NH:15][CH2:16][Si:17]([CH3:20])([CH3:19])[CH3:18])[CH:6]=[CH:7][C:8]=1[N:9]1[CH:13]=[N:12][CH:11]=[N:10]1)#[N:2].[CH3:22]C([O-])(C)C.[K+].CI.O. The catalyst is C1COCC1. The product is [C:1]([C:3]1[CH:4]=[C:5]([C:14]([S:21][CH3:22])=[N:15][CH2:16][Si:17]([CH3:18])([CH3:20])[CH3:19])[CH:6]=[CH:7][C:8]=1[N:9]1[CH:13]=[N:12][CH:11]=[N:10]1)#[N:2]. The yield is 0.640. (6) The reactants are Cl[C:2]1[C:7]([C:8]([O:10][CH2:11][CH3:12])=[O:9])=[C:6]([CH3:13])[N:5]=[C:4]2[S:14][C:15]3[CH2:20][CH2:19][CH2:18][CH2:17][C:16]=3[C:3]=12.Cl.O1CCOCC1.[I-:28].[Na+]. The catalyst is O1CCCC1. The product is [I:28][C:2]1[C:7]([C:8]([O:10][CH2:11][CH3:12])=[O:9])=[C:6]([CH3:13])[N:5]=[C:4]2[S:14][C:15]3[CH2:20][CH2:19][CH2:18][CH2:17][C:16]=3[C:3]=12. The yield is 0.710. (7) The reactants are [F:1][C:2]1[CH:3]=[C:4]([C:8](=[O:17])[CH2:9][C:10](=O)[C:11]([O:13][CH2:14][CH3:15])=[O:12])[CH:5]=[CH:6][CH:7]=1.Cl.[NH2:19]O. The catalyst is CCO. The product is [F:1][C:2]1[CH:3]=[C:4]([C:8]2[O:17][N:19]=[C:10]([C:11]([O:13][CH2:14][CH3:15])=[O:12])[CH:9]=2)[CH:5]=[CH:6][CH:7]=1. The yield is 0.870.